Dataset: Forward reaction prediction with 1.9M reactions from USPTO patents (1976-2016). Task: Predict the product of the given reaction. Given the reactants [CH2:1]=[O:2].[Mg+2].[Cl-].[Cl-].[Br:6][C:7]1[CH:12]=[CH:11][CH:10]=[CH:9][C:8]=1[OH:13].Cl, predict the reaction product. The product is: [Br:6][C:7]1[C:8]([OH:13])=[C:9]([CH:10]=[CH:11][CH:12]=1)[CH:1]=[O:2].